From a dataset of Reaction yield outcomes from USPTO patents with 853,638 reactions. Predict the reaction yield, written as a fraction of the theoretical maximum amount of product (1.0 means a 100% yield; for example, 0.34 means a 34% yield). (1) The product is [ClH:18].[CH:16]([O:15][C:13](=[O:14])[O:12][CH2:11][CH:8]1[CH2:9][CH2:10][NH:6][CH2:7]1)=[CH2:17]. The catalyst is C(Cl)Cl. The yield is 0.990. The reactants are C(OC([N:6]1[CH2:10][CH2:9][CH:8]([CH2:11][O:12][C:13]([O:15][CH:16]=[CH2:17])=[O:14])[CH2:7]1)=O)=C.[ClH:18]. (2) The reactants are [F:1][C:2]1[CH:7]=[CH:6][C:5]([C:8]2[C:12](B3OC(C)(C)C(C)(C)O3)=[CH:11][N:10]([CH:22]([CH3:24])[CH3:23])[N:9]=2)=[CH:4][CH:3]=1.Cl[C:26]1[CH:31]=[CH:30][N:29]=[C:28]([NH:32]C(=O)OC(C)(C)C)[CH:27]=1.C(=O)([O-])[O-].[Na+].[Na+]. The catalyst is O1CCOCC1.C1CCC(P(C2CCCCC2)C2CCCCC2)CC1.C1CCC(P(C2CCCCC2)C2CCCCC2)CC1.[Cl-].[Cl-].[Pd+2]. The product is [F:1][C:2]1[CH:3]=[CH:4][C:5]([C:8]2[C:12]([C:26]3[CH:31]=[CH:30][N:29]=[C:28]([NH2:32])[CH:27]=3)=[CH:11][N:10]([CH:22]([CH3:23])[CH3:24])[N:9]=2)=[CH:6][CH:7]=1. The yield is 0.250. (3) The reactants are Br[C:2]1[CH:3]=[C:4]([CH2:9][NH:10][CH3:11])[CH:5]=[CH:6][C:7]=1[F:8].[CH3:12][C:13]([O:16][C:17]([N:19]1[CH2:24][CH2:23][N:22]([CH2:25][C:26]2[CH:27]=[C:28](B(O)O)[CH:29]=[CH:30][CH:31]=2)[CH2:21][CH2:20]1)=[O:18])([CH3:15])[CH3:14].C([O-])([O-])=O.[K+].[K+]. The catalyst is O1CCOCC1.O.C1C=CC([P]([Pd]([P](C2C=CC=CC=2)(C2C=CC=CC=2)C2C=CC=CC=2)([P](C2C=CC=CC=2)(C2C=CC=CC=2)C2C=CC=CC=2)[P](C2C=CC=CC=2)(C2C=CC=CC=2)C2C=CC=CC=2)(C2C=CC=CC=2)C2C=CC=CC=2)=CC=1. The product is [F:8][C:7]1[CH:6]=[CH:5][C:4]([CH2:9][NH:10][CH3:11])=[CH:3][C:2]=1[C:28]1[CH:29]=[CH:30][CH:31]=[C:26]([CH2:25][N:22]2[CH2:23][CH2:24][N:19]([C:17]([O:16][C:13]([CH3:15])([CH3:14])[CH3:12])=[O:18])[CH2:20][CH2:21]2)[CH:27]=1. The yield is 0.660. (4) The product is [ClH:1].[CH3:14][C:12]1[N:13]=[C:9]([NH:8][C:5]2[C:4]([O:15][C:16]3[CH:21]=[CH:20][CH:19]=[CH:18][CH:17]=3)=[CH:3][C:2]([S:35][C:29]3[CH:34]=[CH:33][CH:32]=[CH:31][CH:30]=3)=[CH:7][N:6]=2)[S:10][CH:11]=1. The reactants are [Cl:1][C:2]1[CH:3]=[C:4]([O:15][C:16]2[CH:21]=[CH:20][CH:19]=[CH:18][CH:17]=2)[C:5]([NH:8][C:9]2[S:10][CH:11]=[C:12]([CH3:14])[N:13]=2)=[N:6][CH:7]=1.[Li]C.C([Li])CCC.[C:29]1([S:35][S:35][C:29]2[CH:34]=[CH:33][CH:32]=[CH:31][CH:30]=2)[CH:34]=[CH:33][CH:32]=[CH:31][CH:30]=1. The yield is 0.283. The catalyst is C1COCC1. (5) The reactants are [CH3:1][C:2]([C:6]1[N:10]=[CH:9][NH:8][C:7]=1[CH2:11][OH:12])([CH3:5])[CH:3]=[CH2:4]. The catalyst is CC(C)=O.[O-2].[O-2].[Mn+4]. The product is [CH3:5][C:2]([C:6]1[N:10]=[CH:9][NH:8][C:7]=1[CH:11]=[O:12])([CH3:1])[CH:3]=[CH2:4]. The yield is 0.510. (6) The reactants are C[Si]([N-][Si](C)(C)C)(C)C.[Li+].[Cl:11][C:12]1[CH:17]=[CH:16][CH:15]=[CH:14][C:13]=1[CH:18]([O:21][Si](C)(C)C)C#N.[Br:26][C:27]1[S:31][C:30]([CH:32]=[O:33])=[CH:29][CH:28]=1. The catalyst is O1CCCC1. The product is [Br:26][C:27]1[S:31][C:30]([CH:32]([OH:33])[C:18]([C:13]2[CH:14]=[CH:15][CH:16]=[CH:17][C:12]=2[Cl:11])=[O:21])=[CH:29][CH:28]=1. The yield is 0.140. (7) The reactants are Cl[C:2]1[CH:17]=[CH:16][C:5]2[NH:6][C:7](=[O:15])[C:8]3[CH:14]=[CH:13][CH:12]=[CH:11][C:9]=3[NH:10][C:4]=2[CH:3]=1.C([O-])=O.[Na+]. The catalyst is O. The product is [CH:14]1[C:8]2[C:7](=[O:15])[NH:6][C:5]3[CH:16]=[CH:17][CH:2]=[CH:3][C:4]=3[NH:10][C:9]=2[CH:11]=[CH:12][CH:13]=1. The yield is 0.780.